This data is from Forward reaction prediction with 1.9M reactions from USPTO patents (1976-2016). The task is: Predict the product of the given reaction. (1) Given the reactants [CH3:1][C:2]1[C:3]([N:8](COCCOC)[S:9]([C:12]2[S:13][C:14]([CH3:17])=[CH:15][CH:16]=2)(=[O:11])=[O:10])=[N:4][O:5][C:6]=1[CH3:7].C(O)C.Cl.C(=O)(O)[O-].[Na+], predict the reaction product. The product is: [CH3:1][C:2]1[C:3]([NH:8][S:9]([C:12]2[S:13][C:14]([CH3:17])=[CH:15][CH:16]=2)(=[O:10])=[O:11])=[N:4][O:5][C:6]=1[CH3:7]. (2) Given the reactants [Si]([O:8][CH2:9][C:10]1[NH:14][C:13]2[C:15]([C:23]([F:26])([F:25])[F:24])=[CH:16][C:17]([C:19]([F:22])([F:21])[F:20])=[CH:18][C:12]=2[N:11]=1)(C(C)(C)C)(C)C.CCCC[N+](CCCC)(CCCC)CCCC.[F-], predict the reaction product. The product is: [F:22][C:19]([F:20])([F:21])[C:17]1[CH:16]=[C:15]([C:23]([F:26])([F:25])[F:24])[C:13]2[NH:14][C:10]([CH2:9][OH:8])=[N:11][C:12]=2[CH:18]=1. (3) Given the reactants [CH3:1][O:2][C:3]1[CH:8]=[C:7](/[CH:9]=[CH:10]/[C:11]2[CH:16]=[CH:15][C:14]([O:17][CH3:18])=[C:13]([O:19]C(=O)C)[CH:12]=2)[CH:6]=[C:5]([O:23][CH3:24])[CH:4]=1.C[O-].[Na+].Cl, predict the reaction product. The product is: [CH3:24][O:23][C:5]1[CH:6]=[C:7](/[CH:9]=[CH:10]/[C:11]2[CH:16]=[CH:15][C:14]([O:17][CH3:18])=[C:13]([OH:19])[CH:12]=2)[CH:8]=[C:3]([O:2][CH3:1])[CH:4]=1. (4) Given the reactants [C:1]([C:3]1[N:7]2[N:8]=[CH:9][CH:10]=[CH:11][C:6]2=[N:5][CH:4]=1)#[CH:2].I[C:13]1[CH:14]=[C:15]([C:20]2[NH:24][C:23]3[CH:25]=[C:26]([N:29]4[CH:33]=[C:32]([CH3:34])[N:31]=[CH:30]4)[CH:27]=[CH:28][C:22]=3[N:21]=2)[CH:16]=[CH:17][C:18]=1[CH3:19], predict the reaction product. The product is: [CH3:19][C:18]1[CH:17]=[CH:16][C:15]([C:20]2[NH:21][C:22]3[CH:28]=[CH:27][C:26]([N:29]4[CH:33]=[C:32]([CH3:34])[N:31]=[CH:30]4)=[CH:25][C:23]=3[N:24]=2)=[CH:14][C:13]=1[C:2]#[C:1][C:3]1[N:7]2[N:8]=[CH:9][CH:10]=[CH:11][C:6]2=[N:5][CH:4]=1. (5) Given the reactants BrCC([C:5]1[CH:10]=[CH:9][CH:8]=[CH:7][CH:6]=1)=O.[C:11]1([NH2:18])C=CC=C[C:12]=1[NH2:17].C([O-])(=O)C.[Na+], predict the reaction product. The product is: [N:17]1[C:6]2[C:5](=[CH:10][CH:9]=[CH:8][CH:7]=2)[N:18]=[CH:11][CH:12]=1. (6) Given the reactants Cl.Cl.[N:3]12[CH2:10][CH2:9][CH:6]([CH2:7][CH2:8]1)[CH:5]([NH:11][NH2:12])[CH2:4]2.Cl.C(O[C:17]([C:19]1[S:20][C:21]([Br:24])=[CH:22][CH:23]=1)=[NH:18])C.[CH2:25](N(CC)CC)C, predict the reaction product. The product is: [Br:24][C:21]1[S:20][C:19]([C:17]2[N:18]=[CH:25][N:11]([CH:5]3[CH:6]4[CH2:9][CH2:10][N:3]([CH2:8][CH2:7]4)[CH2:4]3)[N:12]=2)=[CH:23][CH:22]=1.